Dataset: Forward reaction prediction with 1.9M reactions from USPTO patents (1976-2016). Task: Predict the product of the given reaction. (1) Given the reactants Br[C:2]1[N:7]=[C:6]([C:8]2[CH2:9][CH2:10][N:11]([C:14]([O:16][C:17]([CH3:20])([CH3:19])[CH3:18])=[O:15])[CH2:12][CH:13]=2)[CH:5]=[CH:4][CH:3]=1.CC1(C)C(C)(C)OB([C:29]2[C:37]3[CH:36]=[N:35][CH:34]=[N:33][C:32]=3[N:31](S(C3C=CC(C)=CC=3)(=O)=O)[CH:30]=2)O1.C(=O)([O-])[O-].[Na+].[Na+].[OH-].[Li+], predict the reaction product. The product is: [C:17]([O:16][C:14]([N:11]1[CH2:12][CH:13]=[C:8]([C:6]2[CH:5]=[CH:4][CH:3]=[C:2]([C:29]3[C:37]4[CH:36]=[N:35][CH:34]=[N:33][C:32]=4[NH:31][CH:30]=3)[N:7]=2)[CH2:9][CH2:10]1)=[O:15])([CH3:20])([CH3:19])[CH3:18]. (2) Given the reactants [CH:1]1([CH2:7][N:8]2[C:12]([OH:13])=[CH:11][C:10]([C:14]([O:16][CH2:17][CH3:18])=[O:15])=[N:9]2)[CH2:6][CH2:5][CH2:4][CH2:3][CH2:2]1.[O:19](S(C(F)(F)F)(=O)=O)[S:20]([C:23]([F:26])([F:25])[F:24])(=O)=[O:21], predict the reaction product. The product is: [CH:1]1([CH2:7][N:8]2[C:12]([O:13][S:20]([C:23]([F:26])([F:25])[F:24])(=[O:21])=[O:19])=[CH:11][C:10]([C:14]([O:16][CH2:17][CH3:18])=[O:15])=[N:9]2)[CH2:2][CH2:3][CH2:4][CH2:5][CH2:6]1. (3) The product is: [Cl:2][C:3]1[CH:4]=[C:5]([N:9]2[C:11](=[O:16])[CH:12]=[C:13]([CH3:15])[NH:10]2)[CH:6]=[CH:7][CH:8]=1. Given the reactants Cl.[Cl:2][C:3]1[CH:4]=[C:5]([NH:9][NH2:10])[CH:6]=[CH:7][CH:8]=1.[C:11](OC)(=[O:16])[CH2:12][C:13]([CH3:15])=O, predict the reaction product. (4) Given the reactants [O:1]([C:8]1[CH:23]=[CH:22][C:11]([O:12][C:13]2[C:14]3[NH:21][CH:20]=[CH:19][C:15]=3[N:16]=[CH:17][N:18]=2)=[CH:10][CH:9]=1)[C:2]1[CH:7]=[CH:6][CH:5]=[CH:4][CH:3]=1.[O:24]1[C:28]2([CH2:33][CH2:32][CH:31](O)[CH2:30][CH2:29]2)[O:27][CH2:26][CH2:25]1.C1C=CC(P(C2C=CC=CC=2)C2C=CC=CC=2)=CC=1.CC(OC(/N=N/C(OC(C)C)=O)=O)C, predict the reaction product. The product is: [O:24]1[C:28]2([CH2:33][CH2:32][CH:31]([N:21]3[C:14]4[C:13]([O:12][C:11]5[CH:22]=[CH:23][C:8]([O:1][C:2]6[CH:7]=[CH:6][CH:5]=[CH:4][CH:3]=6)=[CH:9][CH:10]=5)=[N:18][CH:17]=[N:16][C:15]=4[CH:19]=[CH:20]3)[CH2:30][CH2:29]2)[O:27][CH2:26][CH2:25]1. (5) Given the reactants Cl.Cl.[NH2:3][CH2:4][C:5]1[CH:6]=[CH:7][C:8]([C:11]#[N:12])=[N:9][CH:10]=1.CN1C=CN=C1.[Cl:19][C:20]1[CH:21]=[C:22]([N:28]2[C:32]([CH3:33])=[C:31]([C:34](Cl)=[O:35])[C:30]([CH3:37])=[N:29]2)[CH:23]=[CH:24][C:25]=1[C:26]#[N:27].O, predict the reaction product. The product is: [Cl:19][C:20]1[CH:21]=[C:22]([N:28]2[C:32]([CH3:33])=[C:31]([C:34]([NH:3][CH2:4][C:5]3[CH:10]=[N:9][C:8]([C:11]#[N:12])=[CH:7][CH:6]=3)=[O:35])[C:30]([CH3:37])=[N:29]2)[CH:23]=[CH:24][C:25]=1[C:26]#[N:27].